From a dataset of Catalyst prediction with 721,799 reactions and 888 catalyst types from USPTO. Predict which catalyst facilitates the given reaction. (1) Reactant: [OH:1][C:2]1[C:6]2[CH:7]=[C:8]([CH:11]3[CH2:16][CH2:15][N:14]([C:17]([O:19][C:20]([CH3:23])([CH3:22])[CH3:21])=[O:18])[CH2:13][CH2:12]3)[CH:9]=[CH:10][C:5]=2[O:4][N:3]=1.[C:24]1(C)[C:25]([S:30](Cl)(=[O:32])=[O:31])=[CH:26][CH:27]=[CH:28][CH:29]=1.[CH2:35](N(CC)CC)C. Product: [CH3:35][C:28]1[CH:29]=[CH:24][C:25]([S:30]([O:1][C:2]2[C:6]3[CH:7]=[C:8]([CH:11]4[CH2:16][CH2:15][N:14]([C:17]([O:19][C:20]([CH3:23])([CH3:22])[CH3:21])=[O:18])[CH2:13][CH2:12]4)[CH:9]=[CH:10][C:5]=3[O:4][N:3]=2)(=[O:31])=[O:32])=[CH:26][CH:27]=1. The catalyst class is: 1. (2) Reactant: Br[C:2]1[S:3][C:4]([CH3:16])=[C:5]([C:12]([F:15])([F:14])[F:13])[C:6]=1[C:7]([O:9][CH2:10][CH3:11])=[O:8].[Cl:17][C:18]1[CH:23]=[CH:22][C:21](B(O)O)=[CH:20][CH:19]=1.[O-]P([O-])([O-])=O.[K+].[K+].[K+]. Product: [Cl:17][C:18]1[CH:23]=[CH:22][C:21]([C:2]2[S:3][C:4]([CH3:16])=[C:5]([C:12]([F:15])([F:14])[F:13])[C:6]=2[C:7]([O:9][CH2:10][CH3:11])=[O:8])=[CH:20][CH:19]=1. The catalyst class is: 203. (3) Reactant: [C:1]1([C:7]([C:23]2[CH:28]=[CH:27][CH:26]=[CH:25][CH:24]=2)([C:17]2[CH:22]=[CH:21][CH:20]=[CH:19][CH:18]=2)[N:8]2[CH:12]=[C:11]([CH2:13][C:14](O)=[O:15])[CH:10]=[N:9]2)[CH:6]=[CH:5][CH:4]=[CH:3][CH:2]=1.CCN=C=NCCCN(C)C.Cl.ON1C2C=CC=CC=2N=N1.C(N1CCOCC1)C.[Cl:59][C:60]1[CH:65]=[C:64]([F:66])[CH:63]=[CH:62][C:61]=1[CH2:67][NH2:68]. Product: [Cl:59][C:60]1[CH:65]=[C:64]([F:66])[CH:63]=[CH:62][C:61]=1[CH2:67][NH:68][C:14](=[O:15])[CH2:13][C:11]1[CH:10]=[N:9][N:8]([C:7]([C:17]2[CH:18]=[CH:19][CH:20]=[CH:21][CH:22]=2)([C:1]2[CH:6]=[CH:5][CH:4]=[CH:3][CH:2]=2)[C:23]2[CH:24]=[CH:25][CH:26]=[CH:27][CH:28]=2)[CH:12]=1. The catalyst class is: 4. (4) Reactant: [CH2:1]([C:3]1([NH:8]C(=O)OCC2C=CC=CC=2)[CH2:7][CH:6]=[CH:5][CH2:4]1)[CH3:2].[ClH:19]. Product: [ClH:19].[CH2:1]([C:3]1([NH2:8])[CH2:7][CH2:6][CH2:5][CH2:4]1)[CH3:2]. The catalyst class is: 19. (5) Reactant: Br[C:2]1[S:22][C:5]2=[N:6][C:7]([CH3:21])=[CH:8][C:9]([NH:10][S:11]([C:14]3[CH:19]=[CH:18][CH:17]=[C:16]([Cl:20])[CH:15]=3)(=[O:13])=[O:12])=[C:4]2[C:3]=1[CH3:23].[O:24]1[C:28]2[CH:29]=[CH:30][CH:31]=[CH:32][C:27]=2[CH:26]=[C:25]1B(O)O.C(=O)([O-])[O-].[K+].[K+]. Product: [O:24]1[C:28]2[CH:29]=[CH:30][CH:31]=[CH:32][C:27]=2[CH:26]=[C:25]1[C:2]1[S:22][C:5]2=[N:6][C:7]([CH3:21])=[CH:8][C:9]([NH:10][S:11]([C:14]3[CH:19]=[CH:18][CH:17]=[C:16]([Cl:20])[CH:15]=3)(=[O:13])=[O:12])=[C:4]2[C:3]=1[CH3:23]. The catalyst class is: 551. (6) Reactant: [NH2:1][C:2]1[N:7]=[C:6]([C:8]2[CH:13]=[C:12]([Br:14])[CH:11]=[CH:10][C:9]=2[OH:15])[CH:5]=[C:4]([Cl:16])[N:3]=1.[CH2:17](O)[CH2:18][CH3:19].C1(P(C2C=CC=CC=2)C2C=CC=CC=2)C=CC=CC=1.N(C(OCC)=O)=NC(OCC)=O. Product: [Br:14][C:12]1[CH:11]=[CH:10][C:9]([O:15][CH2:17][CH2:18][CH3:19])=[C:8]([C:6]2[CH:5]=[C:4]([Cl:16])[N:3]=[C:2]([NH2:1])[N:7]=2)[CH:13]=1. The catalyst class is: 7. (7) The catalyst class is: 94. Product: [OH:15][C:12]1[CH:13]=[CH:14][C:9]([C@@H:6]2[CH2:7][CH2:8][C@@:4]3([CH2:3][CH2:1][NH:2][C:30]3=[O:32])[N:5]2[C:23]([O:25][C:26]([CH3:27])([CH3:28])[CH3:29])=[O:24])=[CH:10][CH:11]=1. Reactant: [C:1]([CH2:3][C@:4]1([C:30]([O:32]C)=O)[CH2:8][CH2:7][C@@H:6]([C:9]2[CH:14]=[CH:13][C:12]([O:15]CC3C=CC=CC=3)=[CH:11][CH:10]=2)[N:5]1[C:23]([O:25][C:26]([CH3:29])([CH3:28])[CH3:27])=[O:24])#[N:2]. (8) Reactant: [S:1]1[C:3]([CH2:6][CH2:7][CH2:8][CH2:9][CH2:10][CH3:11])([CH:4]=[CH2:5])[CH2:2]1. Product: [CH2:6]([C:3]1[CH2:2][S:1][CH2:5][CH:4]=1)[CH2:7][CH2:8][CH2:9][CH2:10][CH3:11]. The catalyst class is: 48.